This data is from Forward reaction prediction with 1.9M reactions from USPTO patents (1976-2016). The task is: Predict the product of the given reaction. The product is: [CH3:24][O:23][C:22]1[CH:21]=[CH:20][C:19]([C:30]2[CH:35]=[CH:34][CH:33]=[CH:32][CH:31]=2)=[CH:18][C:17]=1[CH2:16][NH:15][CH:12]1[CH2:13][CH2:14][CH:9]([N:8]([CH3:28])[C:1](=[O:2])[O:3][C:4]([CH3:7])([CH3:6])[CH3:5])[CH2:10][CH2:11]1. Given the reactants [C:1]([N:8]([CH3:28])[CH:9]1[CH2:14][CH2:13][CH:12]([NH:15][CH2:16][C:17]2[CH:18]=[C:19](B(O)O)[CH:20]=[CH:21][C:22]=2[O:23][CH3:24])[CH2:11][CH2:10]1)([O:3][C:4]([CH3:7])([CH3:6])[CH3:5])=[O:2].Br[C:30]1[CH:35]=[CH:34][CH:33]=[CH:32][CH:31]=1, predict the reaction product.